This data is from Catalyst prediction with 721,799 reactions and 888 catalyst types from USPTO. The task is: Predict which catalyst facilitates the given reaction. (1) Reactant: Cl[C:2]1[C:11]2[C:6](=[CH:7][CH:8]=[CH:9][CH:10]=2)[N:5]=[CH:4][C:3]=1[N+:12]([O-:14])=[O:13].[CH2:15](N)[CH:16]([CH3:18])[CH3:17].N(CCO)(CCO)CCO. Product: [CH2:15]([C:2]1[C:11]2[C:6](=[CH:7][CH:8]=[CH:9][CH:10]=2)[N:5]=[CH:4][C:3]=1[N+:12]([O-:14])=[O:13])[CH:16]([CH3:18])[CH3:17]. The catalyst class is: 11. (2) Reactant: [C:1](Cl)(=O)[C:2]([Cl:4])=[O:3].[CH3:7][O:8][C:9]1[CH:10]=[C:11]2[C:16](=[CH:17][C:18]=1[O:19][CH3:20])[N:15]=[CH:14][CH:13]=[C:12]2[O:21][C:22]1[CH:27]=[CH:26][C:25](CC(O)=O)=[CH:24][CH:23]=1. Product: [CH3:7][O:8][C:9]1[CH:10]=[C:11]2[C:16](=[CH:17][C:18]=1[O:19][CH3:20])[N:15]=[CH:14][CH:13]=[C:12]2[O:21][C:22]1[CH:27]=[CH:26][C:25]([CH2:1][C:2]([Cl:4])=[O:3])=[CH:24][CH:23]=1. The catalyst class is: 22. (3) Reactant: [CH3:1][N:2]([CH:18]([CH3:20])[CH3:19])[C:3]1[C:4](=[O:17])[NH:5][C:6]2[C:11]([N:12]=1)=[CH:10][C:9]([C:13]([O:15]C)=[O:14])=[CH:8][CH:7]=2.[OH-].[K+]. Product: [CH3:1][N:2]([CH:18]([CH3:20])[CH3:19])[C:3]1[C:4](=[O:17])[NH:5][C:6]2[C:11]([N:12]=1)=[CH:10][C:9]([C:13]([OH:15])=[O:14])=[CH:8][CH:7]=2. The catalyst class is: 24. (4) Product: [Cl:22][C:3]1[C:2]([C:27]2[S:28][C:24]([Cl:23])=[CH:25][CH:26]=2)=[CH:7][CH:6]=[C:5]([Cl:8])[C:4]=1[CH2:9][C:10]([NH:12][C:13]1[N:14]=[CH:15][S:16][C:17]=1[C:18]([O:20][CH3:21])=[O:19])=[O:11]. Reactant: Br[C:2]1[C:3]([Cl:22])=[C:4]([CH2:9][C:10]([NH:12][C:13]2[N:14]=[CH:15][S:16][C:17]=2[C:18]([O:20][CH3:21])=[O:19])=[O:11])[C:5]([Cl:8])=[CH:6][CH:7]=1.[Cl:23][C:24]1[S:28][C:27](B(O)O)=[CH:26][CH:25]=1.P([O-])([O-])([O-])=O.[K+].[K+].[K+].C1(P(C2CCCCC2)C2CCCCC2)CCCCC1. The catalyst class is: 498. (5) Reactant: [CH2:1]([O:3][C:4](=[O:30])[CH:5]=[C:6]([N:13]1[C:21]2[C:16](=[CH:17][C:18]([O:22]CC3C=CC=CC=3)=[CH:19][CH:20]=2)[CH:15]=[CH:14]1)[C:7]1[CH:12]=[CH:11][CH:10]=[CH:9][CH:8]=1)[CH3:2]. Product: [C:4]([O-:30])(=[O:3])[CH3:5].[CH2:1]([O:3][C:4](=[O:30])[CH2:5][CH:6]([N:13]1[C:21]2[C:16](=[CH:17][C:18]([OH:22])=[CH:19][CH:20]=2)[CH:15]=[CH:14]1)[C:7]1[CH:12]=[CH:11][CH:10]=[CH:9][CH:8]=1)[CH3:2]. The catalyst class is: 43. (6) Reactant: F[C:2]1[CH:3]=[CH:4][CH:5]=[C:6]2[C:10]=1[NH:9][C:8](=[O:11])[C:7]2=[O:12].[H-].[Na+].C[Si](C)(C)CCOCCl. Product: [NH:9]1[C:10]2[C:6](=[CH:5][CH:4]=[CH:3][CH:2]=2)[C:7](=[O:12])[C:8]1=[O:11]. The catalyst class is: 391.